From a dataset of Full USPTO retrosynthesis dataset with 1.9M reactions from patents (1976-2016). Predict the reactants needed to synthesize the given product. (1) Given the product [OH:11][CH2:12][C@:13]1([CH3:24])[O:17][C:16]2=[N:18][C:19]([N+:21]([O-:23])=[O:22])=[CH:20][N:15]2[CH2:14]1, predict the reactants needed to synthesize it. The reactants are: FC(F)(F)C(O)=O.COC[O:11][CH2:12][C@:13]1([CH3:24])[O:17][C:16]2=[N:18][C:19]([N+:21]([O-:23])=[O:22])=[CH:20][N:15]2[CH2:14]1. (2) Given the product [NH2:19][C:18]1[NH:20][C:12](=[O:14])[C:3]2[C:4]([C:5]([O:7][CH3:8])=[O:6])=[CH:9][CH:10]=[CH:11][C:2]=2[N:1]=1, predict the reactants needed to synthesize it. The reactants are: [NH2:1][C:2]1[CH:11]=[CH:10][CH:9]=[C:4]([C:5]([O:7][CH3:8])=[O:6])[C:3]=1[C:12]([O:14]C)=O.Cl.Cl[C:18]([NH2:20])=[NH:19].